This data is from Full USPTO retrosynthesis dataset with 1.9M reactions from patents (1976-2016). The task is: Predict the reactants needed to synthesize the given product. (1) Given the product [CH2:40]([NH:7][CH2:8][C:9]1[CH:10]=[N:11][CH:12]=[C:13]([C:16]2[CH:17]=[C:18]3[C:22](=[CH:23][CH:24]=2)[NH:21][N:20]=[C:19]3[C:31]2[NH:32][C:33]3[CH2:39][CH2:38][CH2:37][CH2:36][C:34]=3[N:35]=2)[C:14]=1[CH3:15])[CH3:41], predict the reactants needed to synthesize it. The reactants are: C(OC(=O)[N:7]([CH2:40][CH3:41])[CH2:8][C:9]1[CH:10]=[N:11][CH:12]=[C:13]([C:16]2[CH:17]=[C:18]3[C:22](=[CH:23][CH:24]=2)[N:21](C2CCCCO2)[N:20]=[C:19]3[C:31]2[NH:35][C:34]3[CH2:36][CH2:37][CH2:38][CH2:39][C:33]=3[N:32]=2)[C:14]=1[CH3:15])(C)(C)C.C1(C)C(S(O)(=O)=O)=CC=CC=1.C(OCC)(=O)C. (2) Given the product [CH3:18][C@@H:11]1[CH2:10][C:9]2[C:14](=[CH:15][CH:16]=[C:7]([C:1]([CH3:3])=[CH2:2])[CH:8]=2)[C:13](=[O:17])[O:12]1, predict the reactants needed to synthesize it. The reactants are: [C:1]([Mg]Br)([CH3:3])=[CH2:2].Br[C:7]1[CH:8]=[C:9]2[C:14](=[CH:15][CH:16]=1)[C:13](=[O:17])[O:12][C@H:11]([CH3:18])[CH2:10]2.CC(C1C=C(C(C)C)C(C2C=CC=CC=2P(C2CCCCC2)C2CCCCC2)=C(C(C)C)C=1)C. (3) Given the product [CH:1]1([NH:4][C:25](=[O:26])[C:24]2[CH:28]=[CH:29][CH:30]=[C:22]([N:20]3[CH:21]=[C:17]([C:7]4[C:8]([C:11]5[CH:16]=[CH:15][CH:14]=[CH:13][CH:12]=5)=[N:9][O:10][C:6]=4[CH3:5])[N:18]=[CH:19]3)[CH:23]=2)[CH2:3][CH2:2]1, predict the reactants needed to synthesize it. The reactants are: [CH:1]1([NH2:4])[CH2:3][CH2:2]1.[CH3:5][C:6]1[O:10][N:9]=[C:8]([C:11]2[CH:16]=[CH:15][CH:14]=[CH:13][CH:12]=2)[C:7]=1[C:17]1[N:18]=[CH:19][N:20]([C:22]2[CH:23]=[C:24]([CH:28]=[CH:29][CH:30]=2)[C:25](O)=[O:26])[CH:21]=1. (4) Given the product [N:1]1([C:10]2([CH2:15][C:16]([NH2:22])=[O:18])[CH2:14][CH2:13][CH2:12][CH2:11]2)[C:5]2=[N:6][CH:7]=[CH:8][CH:9]=[C:4]2[CH:3]=[CH:2]1, predict the reactants needed to synthesize it. The reactants are: [N:1]1([C:10]2([CH2:15][C:16]([OH:18])=O)[CH2:14][CH2:13][CH2:12][CH2:11]2)[C:5]2=[N:6][CH:7]=[CH:8][CH:9]=[C:4]2[CH:3]=[CH:2]1.C([N:22](CC)C(C)C)(C)C.CN(C(ON1N=NC2C=CC=NC1=2)=[N+](C)C)C.F[P-](F)(F)(F)(F)F.C(OCC)(=O)C.